This data is from Reaction yield outcomes from USPTO patents with 853,638 reactions. The task is: Predict the reaction yield, written as a fraction of the theoretical maximum amount of product (1.0 means a 100% yield; for example, 0.34 means a 34% yield). (1) The reactants are [Cl:1][C:2]1[CH:3]=[C:4]2[C:8](=[CH:9][C:10]=1[Cl:11])[N:7]([CH3:12])[N:6]=[C:5]2[Sn](CCCC)(CCCC)CCCC.[C:26]([CH:28]1[CH2:33][CH2:32][N:31]([C:34](=[O:60])[C@H:35]([NH:39][C:40]([C:42]2[C:50]3[C:45](=[N:46][CH:47]=[C:48](Br)[N:49]=3)[N:44]([CH2:52][O:53][CH2:54][CH2:55][Si:56]([CH3:59])([CH3:58])[CH3:57])[CH:43]=2)=[O:41])[CH:36]2[CH2:38][CH2:37]2)[CH2:30][CH2:29]1)#[N:27]. The catalyst is CN(C=O)C.C1C=CC([P]([Pd]([P](C2C=CC=CC=2)(C2C=CC=CC=2)C2C=CC=CC=2)([P](C2C=CC=CC=2)(C2C=CC=CC=2)C2C=CC=CC=2)[P](C2C=CC=CC=2)(C2C=CC=CC=2)C2C=CC=CC=2)(C2C=CC=CC=2)C2C=CC=CC=2)=CC=1.[Cu]I. The product is [C:26]([CH:28]1[CH2:33][CH2:32][N:31]([C:34](=[O:60])[C@H:35]([NH:39][C:40]([C:42]2[C:50]3[C:45](=[N:46][CH:47]=[C:48]([C:5]4[C:4]5[C:8](=[CH:9][C:10]([Cl:11])=[C:2]([Cl:1])[CH:3]=5)[N:7]([CH3:12])[N:6]=4)[N:49]=3)[N:44]([CH2:52][O:53][CH2:54][CH2:55][Si:56]([CH3:58])([CH3:57])[CH3:59])[CH:43]=2)=[O:41])[CH:36]2[CH2:37][CH2:38]2)[CH2:30][CH2:29]1)#[N:27]. The yield is 0.860. (2) The reactants are C1(C)C=CC=CC=1.C([O-])([O-])=O.[Na+].[Na+].[C:14]([N:22]1[CH2:27][CH2:26][N:25]([C:28](=[O:39])[C:29]([C:31]2[CH:36]=[CH:35][C:34](Br)=[CH:33][C:32]=2[CH3:38])=[O:30])[C@H:24]([CH3:40])[CH2:23]1)(=[O:21])[C:15]1[CH:20]=[CH:19][CH:18]=[CH:17][CH:16]=1.[NH:41]1[CH:45]=[CH:44][C:43](B(O)O)=[N:42]1. The catalyst is CCO. The product is [C:14]([N:22]1[CH2:27][CH2:26][N:25]([C:28](=[O:39])[C:29]([C:31]2[CH:36]=[CH:35][C:34]([C:45]3[CH:44]=[CH:43][NH:42][N:41]=3)=[CH:33][C:32]=2[CH3:38])=[O:30])[C@H:24]([CH3:40])[CH2:23]1)(=[O:21])[C:15]1[CH:20]=[CH:19][CH:18]=[CH:17][CH:16]=1. The yield is 0.680. (3) The reactants are [O:1]([S:9]([C:12]([F:15])([F:14])[F:13])(=[O:11])=[O:10])S(C(F)(F)F)(=O)=O.[Cl:16][C:17]1[CH:22]=[CH:21][C:20]([C:23]2[O:24][C:25]3[CH:35]=[C:34]([N:36]([C:41]4[CH:46]=[CH:45][C:44](O)=[C:43]([F:48])[CH:42]=4)[S:37]([CH3:40])(=[O:39])=[O:38])[C:33]([CH:49]4[CH2:51][CH2:50]4)=[CH:32][C:26]=3[C:27]=2[C:28]([NH:30][CH3:31])=[O:29])=[CH:19][CH:18]=1.N1C=CC=CC=1.O. The catalyst is C(Cl)Cl. The product is [F:15][C:12]([F:13])([F:14])[S:9]([O:1][C:44]1[CH:45]=[CH:46][C:41]([N:36]([C:34]2[C:33]([CH:49]3[CH2:51][CH2:50]3)=[CH:32][C:26]3[C:27]([C:28](=[O:29])[NH:30][CH3:31])=[C:23]([C:20]4[CH:19]=[CH:18][C:17]([Cl:16])=[CH:22][CH:21]=4)[O:24][C:25]=3[CH:35]=2)[S:37]([CH3:40])(=[O:38])=[O:39])=[CH:42][C:43]=1[F:48])(=[O:10])=[O:11]. The yield is 0.830. (4) The reactants are [Cl:1][C:2]1[CH:22]=[CH:21][CH:20]=[CH:19][C:3]=1[C:4]([NH:6][CH:7]1[C:15]2[C:10](=[CH:11][CH:12]=[C:13]([C:16]([OH:18])=O)[CH:14]=2)[CH2:9][CH2:8]1)=[O:5].CN(C(ON1N=NC2C=CC=NC1=2)=[N+](C)C)C.F[P-](F)(F)(F)(F)F.[F:47][C:48]([F:62])([F:61])[C:49]([N:51]1[CH2:60][CH2:59][C:54]2([CH2:58][NH:57][CH2:56][CH2:55]2)[CH2:53][CH2:52]1)=[O:50]. The catalyst is C1COCC1. The product is [Cl:1][C:2]1[CH:22]=[CH:21][CH:20]=[CH:19][C:3]=1[C:4]([NH:6][CH:7]1[C:15]2[C:10](=[CH:11][CH:12]=[C:13]([C:16]([N:57]3[CH2:56][CH2:55][C:54]4([CH2:53][CH2:52][N:51]([C:49](=[O:50])[C:48]([F:61])([F:62])[F:47])[CH2:60][CH2:59]4)[CH2:58]3)=[O:18])[CH:14]=2)[CH2:9][CH2:8]1)=[O:5]. The yield is 0.720. (5) The reactants are [C:1]1([S:7]([N:10]2[C:18]3[C:13](=[CH:14][C:15]([CH:19]=[N:20][S@:21]([C:23]([CH3:26])([CH3:25])[CH3:24])=[O:22])=[CH:16][CH:17]=3)[CH:12]=[C:11]2[CH3:27])(=[O:9])=[O:8])[CH:6]=[CH:5][CH:4]=[CH:3][CH:2]=1.[Si]([C:32]([F:35])([F:34])[F:33])(C)(C)C. The catalyst is C1COCC1.CCCC[N+](CCCC)(CCCC)CCCC.C1C=CC([Si-](F)(F)(C2C=CC=CC=2)C2C=CC=CC=2)=CC=1.[NH4+].[Cl-]. The product is [C:1]1([S:7]([N:10]2[C:18]3[C:13](=[CH:14][C:15]([C@H:19]([NH:20][S@:21]([C:23]([CH3:24])([CH3:26])[CH3:25])=[O:22])[C:32]([F:35])([F:34])[F:33])=[CH:16][CH:17]=3)[CH:12]=[C:11]2[CH3:27])(=[O:9])=[O:8])[CH:2]=[CH:3][CH:4]=[CH:5][CH:6]=1. The yield is 0.770. (6) The reactants are C(OC([NH:11][N:12]([C@@H:23]([CH:27]1[CH2:32][CH2:31][CH2:30][CH2:29][CH2:28]1)[CH2:24][CH:25]=[CH2:26])[C:13](=[O:22])[C:14]1[CH:19]=[C:18]([CH3:20])[CH:17]=[C:16]([CH3:21])[CH:15]=1)=O)C1C=CC=CC=1. The catalyst is C(O)(=O)C.[Pd]. The product is [CH:27]1([C@H:23]([N:12]([C:13](=[O:22])[C:14]2[CH:19]=[C:18]([CH3:20])[CH:17]=[C:16]([CH3:21])[CH:15]=2)[NH2:11])[CH2:24][CH2:25][CH3:26])[CH2:32][CH2:31][CH2:30][CH2:29][CH2:28]1. The yield is 1.02. (7) The reactants are [OH:1][C:2]1[CH:9]=[CH:8][C:5]([CH:6]=O)=[CH:4][C:3]=1[CH3:10].[NH2:11][C:12]1[CH:20]=[C:19]([O:21][CH3:22])[CH:18]=[C:17]([O:23][CH3:24])[C:13]=1[C:14]([NH2:16])=[O:15].OS([O-])=O.[Na+].CC1C=CC(S(O)(=O)=O)=CC=1.O. The catalyst is CC(N(C)C)=O.CCOC(C)=O. The product is [OH:1][C:2]1[CH:9]=[CH:8][C:5]([C:6]2[NH:16][C:14](=[O:15])[C:13]3[C:12](=[CH:20][C:19]([O:21][CH3:22])=[CH:18][C:17]=3[O:23][CH3:24])[N:11]=2)=[CH:4][C:3]=1[CH3:10]. The yield is 0.350. (8) The reactants are Cl.Cl.[CH3:3][C:4]1[N:8]([CH:9]2[CH2:15][CH:14]3[N:16]([CH2:17][CH2:18][C:19]4([C:25]5[CH:30]=[CH:29][CH:28]=[CH:27][C:26]=5[CH3:31])[CH2:24][CH2:23][NH:22][CH2:21][CH2:20]4)[CH:11]([CH2:12][CH2:13]3)[CH2:10]2)[C:7]2[CH:32]=[CH:33][CH:34]=[CH:35][C:6]=2[N:5]=1.[C:36]([O:47][CH3:48])(=[O:46])[C:37]1[CH:45]=[CH:44][CH:43]=[C:39]([C:40]([O-])=[O:41])[CH:38]=1.C(N(CC)CC)C.F[P-](F)(F)(F)(F)F.N1(OC(N(C)C)=[N+](C)C)C2N=CC=CC=2N=N1. The catalyst is CN(C)C=O.O. The product is [CH3:3][C:4]1[N:8]([CH:9]2[CH2:15][C@H:14]3[N:16]([CH2:17][CH2:18][C:19]4([C:25]5[CH:30]=[CH:29][CH:28]=[CH:27][C:26]=5[CH3:31])[CH2:20][CH2:21][N:22]([C:40]([C:39]5[CH:38]=[C:37]([CH:45]=[CH:44][CH:43]=5)[C:36]([O:47][CH3:48])=[O:46])=[O:41])[CH2:23][CH2:24]4)[C@H:11]([CH2:12][CH2:13]3)[CH2:10]2)[C:7]2[CH:32]=[CH:33][CH:34]=[CH:35][C:6]=2[N:5]=1. The yield is 0.470. (9) The reactants are CS(O[CH2:6][CH2:7][C:8]([CH3:23])([S:10]([C:13]1[CH:18]=[CH:17][CH:16]=[C:15]([C:19]([F:22])([F:21])[F:20])[CH:14]=1)(=[O:12])=[O:11])[CH3:9])(=O)=O.[N-:24]=[N+:25]=[N-:26].[Na+]. The catalyst is CC#N. The product is [N:24]([CH2:6][CH2:7][C:8]([S:10]([C:13]1[CH:18]=[CH:17][CH:16]=[C:15]([C:19]([F:22])([F:21])[F:20])[CH:14]=1)(=[O:12])=[O:11])([CH3:23])[CH3:9])=[N+:25]=[N-:26]. The yield is 0.850.